This data is from Reaction yield outcomes from USPTO patents with 853,638 reactions. The task is: Predict the reaction yield, written as a fraction of the theoretical maximum amount of product (1.0 means a 100% yield; for example, 0.34 means a 34% yield). (1) The reactants are C(OC(=O)[NH:7][C@H:8]([CH2:24][C:25]1[CH:30]=[CH:29][CH:28]=[CH:27][C:26]=1[F:31])[CH2:9][C:10](=[O:23])[NH:11][CH:12]1[CH2:21][C:20]2[C:15](=[CH:16][CH:17]=[CH:18][CH:19]=2)[NH:14][C:13]1=[O:22])(C)(C)C.Cl. The catalyst is O1CCOCC1. The product is [NH2:7][C@H:8]([CH2:24][C:25]1[CH:30]=[CH:29][CH:28]=[CH:27][C:26]=1[F:31])[CH2:9][C:10]([NH:11][CH:12]1[CH2:21][C:20]2[C:15](=[CH:16][CH:17]=[CH:18][CH:19]=2)[NH:14][C:13]1=[O:22])=[O:23]. The yield is 0.930. (2) The reactants are Br[C:2]1[N:3]([CH3:24])[C:4](=[O:23])[C:5]([NH:8][C@H:9]([C:11]2[C:12](=[O:22])[NH:13][C:14]3[C:19]([CH:20]=2)=[CH:18][C:17]([Cl:21])=[CH:16][CH:15]=3)[CH3:10])=[N:6][CH:7]=1.[C:25]([Zn]C#N)#[N:26]. The catalyst is C1C=CC(/C=C/C(/C=C/C2C=CC=CC=2)=O)=CC=1.C1C=CC(/C=C/C(/C=C/C2C=CC=CC=2)=O)=CC=1.C1C=CC(/C=C/C(/C=C/C2C=CC=CC=2)=O)=CC=1.[Pd].[Pd].C1(P(C2C=CC=CC=2)[C-]2C=CC=C2)C=CC=CC=1.[C-]1(P(C2C=CC=CC=2)C2C=CC=CC=2)C=CC=C1.[Fe+2].CN(C=O)C. The product is [Cl:21][C:17]1[CH:18]=[C:19]2[C:14](=[CH:15][CH:16]=1)[NH:13][C:12](=[O:22])[C:11]([C@@H:9]([NH:8][C:5]1[C:4](=[O:23])[N:3]([CH3:24])[C:2]([C:25]#[N:26])=[CH:7][N:6]=1)[CH3:10])=[CH:20]2. The yield is 0.720. (3) The reactants are [F:1][C:2]1[CH:7]=[CH:6][C:5]([C:8]2[N:9]=[C:10]([C:13]([CH3:17])([CH3:16])[CH2:14][NH2:15])[S:11][CH:12]=2)=[CH:4][CH:3]=1.[F:18][C:19]([F:35])([F:34])[C:20]1[O:24][N:23]=[C:22]([C:25]2[CH:26]=[N:27][CH:28]=[C:29]([CH:33]=2)[C:30](O)=[O:31])[N:21]=1. No catalyst specified. The product is [F:1][C:2]1[CH:3]=[CH:4][C:5]([C:8]2[N:9]=[C:10]([C:13]([CH3:17])([CH3:16])[CH2:14][NH:15][C:30](=[O:31])[C:29]3[CH:33]=[C:25]([C:22]4[N:21]=[C:20]([C:19]([F:35])([F:34])[F:18])[O:24][N:23]=4)[CH:26]=[N:27][CH:28]=3)[S:11][CH:12]=2)=[CH:6][CH:7]=1. The yield is 0.420. (4) The reactants are [F:1][C:2]1[CH:7]=[CH:6][CH:5]=[CH:4][C:3]=1[C:8]1[C:13]2[C:14](=[O:30])[N:15]3[CH2:22][CH2:21][N:20](C(OC(C)(C)C)=O)[CH2:19][CH:16]3[CH2:17][O:18][C:12]=2[CH:11]=[CH:10][CH:9]=1.C(OCC)(=O)C.[ClH:37]. No catalyst specified. The product is [ClH:37].[F:1][C:2]1[CH:7]=[CH:6][CH:5]=[CH:4][C:3]=1[C:8]1[C:13]2[C:14](=[O:30])[N:15]3[CH2:22][CH2:21][NH:20][CH2:19][CH:16]3[CH2:17][O:18][C:12]=2[CH:11]=[CH:10][CH:9]=1. The yield is 0.890. (5) The product is [CH2:1]([NH:3][CH2:11][C:12]([NH:13][CH2:14][C:15]1[CH:16]=[C:17]([C:21]2[CH:22]=[CH:23][C:24]([C:27]([F:28])([F:29])[F:30])=[CH:25][CH:26]=2)[CH:18]=[CH:19][CH:20]=1)=[O:31])[CH3:2]. The catalyst is Cl. The yield is 1.01. The reactants are [CH2:1]([N:3]([CH2:11][C:12](=[O:31])[NH:13][CH2:14][C:15]1[CH:16]=[C:17]([C:21]2[CH:26]=[CH:25][C:24]([C:27]([F:30])([F:29])[F:28])=[CH:23][CH:22]=2)[CH:18]=[CH:19][CH:20]=1)C(=O)OC(C)(C)C)[CH3:2].O1CCOCC1. (6) The reactants are [Cl:1][S:2]([C:5]1[CH:13]=[CH:12][C:8]([C:9]([OH:11])=[O:10])=[CH:7][CH:6]=1)(=[O:4])=[O:3].S(Cl)(Cl)=O.Cl[CH:19](Cl)C. No catalyst specified. The product is [Cl:1][S:2]([C:5]1[CH:6]=[CH:7][C:8]([C:9]([O:11][CH3:19])=[O:10])=[CH:12][CH:13]=1)(=[O:4])=[O:3]. The yield is 0.840. (7) The reactants are [CH2:1]([C:3]1[CH:8]=[CH:7][C:6]([C:9]2[N:14]=[C:13]([NH:15][CH2:16][CH2:17][CH2:18][O:19][C:20]3[CH:21]=[C:22]4[C:26](=[CH:27][CH:28]=3)[C@H:25]([CH2:29][C:30]([O:32]CC)=[O:31])[CH2:24][CH2:23]4)[C:12]([C:35]([F:38])([F:37])[F:36])=[CH:11][CH:10]=2)=[CH:5][CH:4]=1)[CH3:2].O.[Li+].[OH-]. The catalyst is C1COCC1.CO. The product is [CH2:1]([C:3]1[CH:4]=[CH:5][C:6]([C:9]2[N:14]=[C:13]([NH:15][CH2:16][CH2:17][CH2:18][O:19][C:20]3[CH:21]=[C:22]4[C:26](=[CH:27][CH:28]=3)[C@H:25]([CH2:29][C:30]([OH:32])=[O:31])[CH2:24][CH2:23]4)[C:12]([C:35]([F:38])([F:36])[F:37])=[CH:11][CH:10]=2)=[CH:7][CH:8]=1)[CH3:2]. The yield is 0.710. (8) The reactants are [CH3:1][O:2][C:3]1[CH:8]=[CH:7][CH:6]=[CH:5][C:4]=1[CH:9]=[CH:10][C:11](=[O:22])[CH:12]=[CH:13][C:14]1[CH:19]=[CH:18][CH:17]=[CH:16][C:15]=1[O:20][CH3:21].[CH3:23][NH2:24].O. The catalyst is CN(C)C=O. The product is [CH3:21][O:20][C:15]1[CH:16]=[CH:17][CH:18]=[CH:19][C:14]=1[CH:13]1[CH2:12][C:11](=[O:22])[CH2:10][CH:9]([C:4]2[CH:5]=[CH:6][CH:7]=[CH:8][C:3]=2[O:2][CH3:1])[N:24]1[CH3:23]. The yield is 0.550. (9) The reactants are [F:1][C:2]([F:7])([F:6])[C:3]([OH:5])=[O:4].[F:8][C:9]([F:14])([F:13])[C:10]([OH:12])=[O:11].[NH:15]1[CH2:20][CH2:19][CH:18]([C:21]2[N:22]=[C:23]3[C:32]4[CH:33]=[CH:34][N:35]=[CH:36][C:31]=4[C:30]4[C:29](=[O:37])[NH:28][CH:27]=[CH:26][C:25]=4[N:24]3[CH:38]=2)[CH2:17][CH2:16]1.[CH:39]1([CH:42]=O)[CH2:41][CH2:40]1.C(N(CC)CC)C.C(O[BH-](OC(=O)C)OC(=O)C)(=O)C.[Na+]. The catalyst is CO. The product is [F:1][C:2]([F:7])([F:6])[C:3]([OH:5])=[O:4].[F:8][C:9]([F:14])([F:13])[C:10]([OH:12])=[O:11].[CH:39]1([CH2:42][N:15]2[CH2:20][CH2:19][CH:18]([C:21]3[N:22]=[C:23]4[C:32]5[CH:33]=[CH:34][N:35]=[CH:36][C:31]=5[C:30]5[C:29](=[O:37])[NH:28][CH:27]=[CH:26][C:25]=5[N:24]4[CH:38]=3)[CH2:17][CH2:16]2)[CH2:41][CH2:40]1. The yield is 0.780. (10) The reactants are [CH3:1][N:2]1[C:7](=[O:8])[C:6]([NH:9][C:10]2[CH:19]=[C:13]3[CH2:14][N:15]([CH3:18])[CH2:16][CH2:17][N:12]3[N:11]=2)=[CH:5][C:4]([C:20]2[C:25]([CH:26]=[O:27])=[C:24]([N:28]3[C:40](=[O:41])[C:32]4[CH:33]=[C:34]5[N:39]([C:31]=4[CH:30]=[N:29]3)[CH2:38][CH2:37][CH2:36][CH2:35]5)[N:23]=[CH:22][CH:21]=2)=[CH:3]1.[BH4-].[Na+]. The catalyst is CO. The product is [OH:27][CH2:26][C:25]1[C:24]([N:28]2[C:40](=[O:41])[C:32]3[CH:33]=[C:34]4[N:39]([C:31]=3[CH:30]=[N:29]2)[CH2:38][CH2:37][CH2:36][CH2:35]4)=[N:23][CH:22]=[CH:21][C:20]=1[C:4]1[CH:5]=[C:6]([NH:9][C:10]2[CH:19]=[C:13]3[CH2:14][N:15]([CH3:18])[CH2:16][CH2:17][N:12]3[N:11]=2)[C:7](=[O:8])[N:2]([CH3:1])[CH:3]=1. The yield is 0.750.